Dataset: Full USPTO retrosynthesis dataset with 1.9M reactions from patents (1976-2016). Task: Predict the reactants needed to synthesize the given product. Given the product [CH3:26][N:23]1[CH2:22][CH2:21][N:20]([C:18]([C:15]2[CH:14]=[CH:13][C:12]([C:5]3[CH:6]=[N:7][C:8]4[NH:9][CH2:10][CH2:11][CH:2]([O:1][C:28]5[CH:29]=[N:30][CH:31]=[CH:32][CH:33]=5)[C:3]=4[CH:4]=3)=[CH:17][CH:16]=2)=[O:19])[CH2:25][CH2:24]1, predict the reactants needed to synthesize it. The reactants are: [OH:1][CH:2]1[CH2:11][CH2:10][NH:9][C:8]2[N:7]=[CH:6][C:5]([C:12]3[CH:17]=[CH:16][C:15]([C:18]([N:20]4[CH2:25][CH2:24][N:23]([CH3:26])[CH2:22][CH2:21]4)=[O:19])=[CH:14][CH:13]=3)=[CH:4][C:3]1=2.O[C:28]1[CH:29]=[N:30][CH:31]=[CH:32][CH:33]=1.